This data is from Full USPTO retrosynthesis dataset with 1.9M reactions from patents (1976-2016). The task is: Predict the reactants needed to synthesize the given product. (1) Given the product [CH3:15][C:16]1[CH:21]=[CH:20][C:19]([CH2:22][CH2:23][NH:24][C:12]([C:10]2[S:11][C:7]([C:4]3[CH:3]=[CH:2][N:1]=[CH:6][CH:5]=3)=[CH:8][CH:9]=2)=[O:14])=[CH:18][CH:17]=1, predict the reactants needed to synthesize it. The reactants are: [N:1]1[CH:6]=[CH:5][C:4]([C:7]2[S:11][C:10]([C:12]([OH:14])=O)=[CH:9][CH:8]=2)=[CH:3][CH:2]=1.[CH3:15][C:16]1[CH:21]=[CH:20][C:19]([CH2:22][CH2:23][NH2:24])=[CH:18][CH:17]=1. (2) Given the product [F:19][C:20]1[CH:21]=[C:22]([C:26]2[NH:27][CH:28]=[C:29]3[C:34]=2[C:33](=[O:35])[N:32]([CH3:36])[C:31](=[O:37])[N:30]3[CH3:38])[CH:23]=[CH:24][CH:25]=1, predict the reactants needed to synthesize it. The reactants are: [F-].C([N+](CCCC)(CCCC)CCCC)CCC.[F:19][C:20]1[CH:21]=[C:22]([C:26]2[N:27](COCC[Si](C)(C)C)[CH:28]=[C:29]3[C:34]=2[C:33](=[O:35])[N:32]([CH3:36])[C:31](=[O:37])[N:30]3[CH3:38])[CH:23]=[CH:24][CH:25]=1. (3) Given the product [CH2:6]([NH:13][C:14](=[O:23])[CH2:15][C:16]1[CH:21]=[CH:20][C:19]([CH2:2][CH2:3][CH3:4])=[CH:18][CH:17]=1)[C:7]1[CH:12]=[CH:11][CH:10]=[CH:9][CH:8]=1, predict the reactants needed to synthesize it. The reactants are: [Br-].[CH2:2]([Zn+])[CH2:3][CH3:4].[CH2:6]([NH:13][C:14](=[O:23])[CH2:15][C:16]1[CH:21]=[CH:20][C:19](Br)=[CH:18][CH:17]=1)[C:7]1[CH:12]=[CH:11][CH:10]=[CH:9][CH:8]=1.